Dataset: CYP2C9 inhibition data for predicting drug metabolism from PubChem BioAssay. Task: Regression/Classification. Given a drug SMILES string, predict its absorption, distribution, metabolism, or excretion properties. Task type varies by dataset: regression for continuous measurements (e.g., permeability, clearance, half-life) or binary classification for categorical outcomes (e.g., BBB penetration, CYP inhibition). Dataset: cyp2c9_veith. The compound is Cc1[nH]nc(-c2ccc(O)cc2O)c1-c1ccc(Cl)cc1. The result is 1 (inhibitor).